Dataset: Reaction yield outcomes from USPTO patents with 853,638 reactions. Task: Predict the reaction yield, written as a fraction of the theoretical maximum amount of product (1.0 means a 100% yield; for example, 0.34 means a 34% yield). (1) The reactants are [CH:1]([N:4]1[C:8]([C:9]2[N:18]=[C:17]3[N:11]([CH2:12][CH2:13][O:14][C:15]4[CH:22]=[C:21]([CH:23]=O)[CH:20]=[CH:19][C:16]=43)[CH:10]=2)=[N:7][CH:6]=[N:5]1)([CH3:3])[CH3:2].[CH3:25][NH2:26].C(O[BH-](OC(=O)C)OC(=O)C)(=O)C.[Na+]. The catalyst is C(Cl)(Cl)Cl. The product is [CH:1]([N:4]1[C:8]([C:9]2[N:18]=[C:17]3[N:11]([CH2:12][CH2:13][O:14][C:15]4[CH:22]=[C:21]([CH2:23][NH:26][CH3:25])[CH:20]=[CH:19][C:16]=43)[CH:10]=2)=[N:7][CH:6]=[N:5]1)([CH3:2])[CH3:3]. The yield is 0.360. (2) The reactants are [CH3:1][C:2]1[O:6][N:5]=[C:4]([C:7]2[CH:12]=[CH:11][CH:10]=[CH:9][CH:8]=2)[C:3]=1[C:13]([OH:15])=O.C(N1C=CN=C1)(N1C=CN=C1)=O.O.[NH2:29][NH2:30].CCCCCCC. The catalyst is C1COCC1. The product is [CH3:1][C:2]1[O:6][N:5]=[C:4]([C:7]2[CH:12]=[CH:11][CH:10]=[CH:9][CH:8]=2)[C:3]=1[C:13]([NH:29][NH2:30])=[O:15]. The yield is 0.850. (3) The catalyst is C1COCC1. The reactants are [Br:1][C:2]1[CH:7]=[CH:6][C:5]([CH3:8])=[C:4]([F:9])[CH:3]=1.[CH:10]([N-]C(C)C)(C)C.[Li+].[C:18](=[O:20])=[O:19]. The yield is 0.862. The product is [CH3:10][C:6]1[CH:7]=[C:2]([Br:1])[C:3]([C:18]([OH:20])=[O:19])=[C:4]([F:9])[C:5]=1[CH3:8]. (4) The catalyst is C(O)C. The product is [CH:23]1([N:22]2[C:21]3[CH:29]=[CH:30][C:31]([C:33]([OH:35])=[O:34])=[CH:32][C:20]=3[N:19]=[C:18]2[C:13]2[CH:14]=[C:15]3[C:10](=[CH:11][CH:12]=2)[N:9]=[C:8]([C:6]2[CH:5]=[N:48][CH:44]=[CH:45][N:46]=2)[CH:17]=[CH:16]3)[CH2:28][CH2:27][CH2:26][CH2:25][CH2:24]1. The yield is 0.100. The reactants are BrC1C=C[C:5](O)=[C:6]([C:8]2[CH:17]=[CH:16][C:15]3[C:10](=[CH:11][CH:12]=[C:13]([C:18]4[N:22]([CH:23]5[CH2:28][CH2:27][CH2:26][CH2:25][CH2:24]5)[C:21]5[CH:29]=[CH:30][C:31]([C:33]([OH:35])=[O:34])=[CH:32][C:20]=5[N:19]=4)[CH:14]=3)[N:9]=2)C=1.C(OC(C1C=C[C:45]2[N:46](C3CCCCC3)C(C3C=CC(N)=C(C=O)C=3)=[N:48][C:44]=2C=1)=O)C.N1C=CN=CC=1C(=O)C.[OH-].[K+]. (5) The reactants are [CH3:1][O:2][C:3](=[O:18])[CH2:4][C@H:5]1[CH2:10][CH2:9][C@H:8]([C:11]2[CH:16]=[CH:15][C:14]([NH2:17])=[CH:13][CH:12]=2)[CH2:7][CH2:6]1.CCN=C=NCCCN(C)C.[C:30]1([C:36]2[O:37][C:38]([C:49]([F:52])([F:51])[F:50])=[C:39]([C:41]([NH:43][CH2:44][CH2:45][C:46](O)=[O:47])=[O:42])[N:40]=2)[CH:35]=[CH:34][CH:33]=[CH:32][CH:31]=1.C1C=CC2N(O)N=NC=2C=1.C(N(C(C)C)C(C)C)C. The catalyst is ClCCl.C([O-])(O)=O.[Na+]. The product is [CH3:1][O:2][C:3](=[O:18])[CH2:4][C@H:5]1[CH2:6][CH2:7][C@H:8]([C:11]2[CH:12]=[CH:13][C:14]([NH:17][C:46](=[O:47])[CH2:45][CH2:44][NH:43][C:41]([C:39]3[N:40]=[C:36]([C:30]4[CH:35]=[CH:34][CH:33]=[CH:32][CH:31]=4)[O:37][C:38]=3[C:49]([F:51])([F:52])[F:50])=[O:42])=[CH:15][CH:16]=2)[CH2:9][CH2:10]1. The yield is 0.980.